From a dataset of Full USPTO retrosynthesis dataset with 1.9M reactions from patents (1976-2016). Predict the reactants needed to synthesize the given product. (1) Given the product [Cl:3][C:15]([CH3:14])=[C:9]([CH2:8][CH:7]([CH3:6])[CH3:13])[CH:10]=[O:12], predict the reactants needed to synthesize it. The reactants are: P(Cl)(Cl)([Cl:3])=O.[CH3:6][CH:7]([CH3:13])[CH2:8][CH2:9][C:10](=[O:12])C.[CH3:14][C:15]([O-])=O.[Na+]. (2) Given the product [CH3:11][O:12][C:13]1[CH:38]=[C:37]([C:39]([F:42])([F:40])[F:41])[CH:36]=[C:35]([S:43][CH3:44])[C:14]=1[C:15]([NH:17][C:18]1([C:29]2[CH:30]=[CH:31][CH:32]=[CH:33][CH:34]=2)[CH2:23][C:22](=[O:24])[CH2:21][N:20]([CH3:28])[CH2:19]1)=[O:16], predict the reactants needed to synthesize it. The reactants are: C(Cl)(=O)C(Cl)=O.CS(C)=O.[CH3:11][O:12][C:13]1[CH:38]=[C:37]([C:39]([F:42])([F:41])[F:40])[CH:36]=[C:35]([S:43][CH3:44])[C:14]=1[C:15]([NH:17][C:18]1([C:29]2[CH:34]=[CH:33][CH:32]=[CH:31][CH:30]=2)[CH2:23][CH:22]([O:24]COC)[CH2:21][N:20]([CH3:28])[CH2:19]1)=[O:16].C(N(CC)CC)C. (3) Given the product [CH2:15]([C:14]1[C:2]2[C:3](=[CH:5][CH:6]=[C:7]([CH3:9])[CH:8]=2)[NH:4][C:13]=1[C:11]([CH3:12])=[CH2:10])[CH3:16], predict the reactants needed to synthesize it. The reactants are: Cl[C:2]1[CH:8]=[C:7]([CH3:9])[CH:6]=[CH:5][C:3]=1[NH2:4].[CH3:10][C:11]([C:13]#[C:14][CH2:15][CH3:16])=[CH2:12].C([O-])([O-])=O.[K+].[K+]. (4) Given the product [N:1]12[CH2:6][CH2:5][CH:4]([CH2:7][CH2:8]1)[C@@H:3]([O:9][C:10](=[O:28])[NH:11][C:12]1[CH:17]=[C:16]([CH2:18][CH2:19][CH2:20][OH:21])[CH:15]=[CH:14][C:13]=1[C:22]1[CH:23]=[CH:24][CH:25]=[CH:26][CH:27]=1)[CH2:2]2, predict the reactants needed to synthesize it. The reactants are: [N:1]12[CH2:8][CH2:7][CH:4]([CH2:5][CH2:6]1)[C@@H:3]([O:9][C:10](=[O:28])[NH:11][C:12]1[CH:17]=[C:16](/[CH:18]=[CH:19]/[CH2:20][OH:21])[CH:15]=[CH:14][C:13]=1[C:22]1[CH:27]=[CH:26][CH:25]=[CH:24][CH:23]=1)[CH2:2]2. (5) Given the product [C:1]([NH:4][CH2:5][CH2:6][NH:7][C:8]1[N:13]=[C:12]([C:14]2[CH:19]=[CH:18][CH:17]=[CH:16][CH:15]=2)[N:11]=[C:10]([NH:20][C:21](=[O:24])[CH2:22][N:35]2[CH2:34][CH2:33][C:32]([C:29]3[CH:30]=[CH:31][C:26]([Br:25])=[CH:27][CH:28]=3)([OH:38])[CH2:37][CH2:36]2)[CH:9]=1)(=[O:3])[CH3:2], predict the reactants needed to synthesize it. The reactants are: [C:1]([NH:4][CH2:5][CH2:6][NH:7][C:8]1[N:13]=[C:12]([C:14]2[CH:19]=[CH:18][CH:17]=[CH:16][CH:15]=2)[N:11]=[C:10]([NH:20][C:21](=[O:24])[CH2:22]Br)[CH:9]=1)(=[O:3])[CH3:2].[Br:25][C:26]1[CH:31]=[CH:30][C:29]([C:32]2([OH:38])[CH2:37][CH2:36][NH:35][CH2:34][CH2:33]2)=[CH:28][CH:27]=1.C(N(CC)C(C)C)(C)C. (6) Given the product [CH:30]1([CH2:29][O:23][C:19]2[CH:18]=[C:17]([C@H:2]([OH:1])[C@H:3]([CH3:16])[CH2:4][N:5]3[C:13](=[O:14])[C:12]4[C:7](=[CH:8][CH:9]=[CH:10][CH:11]=4)[C:6]3=[O:15])[CH:22]=[CH:21][CH:20]=2)[CH2:34][CH2:33][CH2:32][CH2:31]1, predict the reactants needed to synthesize it. The reactants are: [OH:1][C@@H:2]([C:17]1[CH:22]=[CH:21][CH:20]=[C:19]([OH:23])[CH:18]=1)[C@H:3]([CH3:16])[CH2:4][N:5]1[C:13](=[O:14])[C:12]2[C:7](=[CH:8][CH:9]=[CH:10][CH:11]=2)[C:6]1=[O:15].CS(O[CH2:29][CH:30]1[CH2:34][CH2:33][CH2:32][CH2:31]1)(=O)=O. (7) Given the product [O:10]([C:7]1[CH:6]=[C:5]2[C:4](=[CH:9][CH:8]=1)[NH:1][CH:18]=[CH:17]2)[C:11]1[CH:16]=[CH:15][CH:14]=[CH:13][CH:12]=1, predict the reactants needed to synthesize it. The reactants are: [N+:1]([C:4]1[CH:9]=[CH:8][C:7]([O:10][C:11]2[CH:16]=[CH:15][CH:14]=[CH:13][CH:12]=2)=[CH:6][C:5]=1[CH3:17])([O-])=O.[CH3:18]N(C(N(C)C)N(C)C)C.[H][H].